From a dataset of Peptide-MHC class I binding affinity with 185,985 pairs from IEDB/IMGT. Regression. Given a peptide amino acid sequence and an MHC pseudo amino acid sequence, predict their binding affinity value. This is MHC class I binding data. The peptide sequence is QPHWIAASII. The MHC is HLA-B07:02 with pseudo-sequence HLA-B07:02. The binding affinity (normalized) is 0.643.